Task: Regression. Given two drug SMILES strings and cell line genomic features, predict the synergy score measuring deviation from expected non-interaction effect.. Dataset: NCI-60 drug combinations with 297,098 pairs across 59 cell lines (1) Drug 1: C1=CN(C=N1)CC(O)(P(=O)(O)O)P(=O)(O)O. Drug 2: C1C(C(OC1N2C=NC3=C2NC=NCC3O)CO)O. Cell line: SK-MEL-28. Synergy scores: CSS=-1.59, Synergy_ZIP=1.92, Synergy_Bliss=0.759, Synergy_Loewe=0.0174, Synergy_HSA=-1.31. (2) Drug 1: C1CCC(CC1)NC(=O)N(CCCl)N=O. Drug 2: CC1=C2C(C(=O)C3(C(CC4C(C3C(C(C2(C)C)(CC1OC(=O)C(C(C5=CC=CC=C5)NC(=O)C6=CC=CC=C6)O)O)OC(=O)C7=CC=CC=C7)(CO4)OC(=O)C)O)C)OC(=O)C. Cell line: NCI-H226. Synergy scores: CSS=26.6, Synergy_ZIP=-7.88, Synergy_Bliss=-8.54, Synergy_Loewe=-42.8, Synergy_HSA=-6.00.